This data is from Full USPTO retrosynthesis dataset with 1.9M reactions from patents (1976-2016). The task is: Predict the reactants needed to synthesize the given product. (1) The reactants are: C(OC([NH:8][C@H:9]([C:41]1[CH:46]=[CH:45][CH:44]=[CH:43][CH:42]=1)[CH2:10][N:11]1[C:16](=[O:17])[C:15]([C:18]2[CH:23]=[CH:22][CH:21]=[C:20]([O:24][CH3:25])[C:19]=2[F:26])=[C:14]([CH3:27])[N:13]([CH2:28][C:29]2[C:34]([S:35]([CH3:38])(=[O:37])=[O:36])=[CH:33][CH:32]=[CH:31][C:30]=2[F:39])[C:12]1=[O:40])=O)(C)(C)C.FC(F)(F)C(O)=O. Given the product [NH2:8][C@H:9]([C:41]1[CH:42]=[CH:43][CH:44]=[CH:45][CH:46]=1)[CH2:10][N:11]1[C:16](=[O:17])[C:15]([C:18]2[CH:23]=[CH:22][CH:21]=[C:20]([O:24][CH3:25])[C:19]=2[F:26])=[C:14]([CH3:27])[N:13]([CH2:28][C:29]2[C:34]([S:35]([CH3:38])(=[O:37])=[O:36])=[CH:33][CH:32]=[CH:31][C:30]=2[F:39])[C:12]1=[O:40], predict the reactants needed to synthesize it. (2) Given the product [CH3:35][N:34]([CH3:36])[CH2:33][CH2:32][O:31][C:27]1[CH:26]=[C:25]([NH:24][C:20]2[N:19]=[C:18]([C:17]3[C:9]([C:4]4[CH:5]=[CH:6][C:7]([F:8])=[C:2]([NH:1][C:43](=[O:44])[CH2:42][C:38]5[S:37][CH:41]=[CH:40][CH:39]=5)[CH:3]=4)=[N:10][N:11]4[CH:16]=[CH:15][CH:14]=[CH:13][C:12]=34)[CH:23]=[CH:22][N:21]=2)[CH:30]=[CH:29][CH:28]=1, predict the reactants needed to synthesize it. The reactants are: [NH2:1][C:2]1[CH:3]=[C:4]([C:9]2[C:17]([C:18]3[CH:23]=[CH:22][N:21]=[C:20]([NH:24][C:25]4[CH:30]=[CH:29][CH:28]=[C:27]([O:31][CH2:32][CH2:33][N:34]([CH3:36])[CH3:35])[CH:26]=4)[N:19]=3)=[C:12]3[CH:13]=[CH:14][CH:15]=[CH:16][N:11]3[N:10]=2)[CH:5]=[CH:6][C:7]=1[F:8].[S:37]1[CH:41]=[CH:40][CH:39]=[C:38]1[CH2:42][C:43](Cl)=[O:44]. (3) Given the product [C:1]([O:5][CH:6]([C:11]1[N:16]([CH3:17])[C:15](=[O:18])[C:14]2[N:19]([S:36]([C:33]3[CH:34]=[CH:35][C:30]([CH3:29])=[CH:31][CH:32]=3)(=[O:38])=[O:37])[CH:20]=[CH:21][C:13]=2[C:12]=1[C:22]1[CH:23]=[CH:24][C:25]([Cl:28])=[CH:26][CH:27]=1)[C:7]([OH:9])=[O:8])([CH3:2])([CH3:3])[CH3:4], predict the reactants needed to synthesize it. The reactants are: [C:1]([O:5][CH:6]([C:11]1[N:16]([CH3:17])[C:15](=[O:18])[C:14]2[NH:19][CH:20]=[CH:21][C:13]=2[C:12]=1[C:22]1[CH:27]=[CH:26][C:25]([Cl:28])=[CH:24][CH:23]=1)[C:7]([O:9]C)=[O:8])([CH3:4])([CH3:3])[CH3:2].[CH3:29][C:30]1[CH:35]=[CH:34][C:33]([S:36](Cl)(=[O:38])=[O:37])=[CH:32][CH:31]=1. (4) Given the product [NH2:30][C:4]1[S:3][C:2]([C:38]2=[CH:39][CH2:40][CH2:41][CH2:42][CH2:43][CH2:44]2)=[N:6][C:5]=1[C:7]([NH:8][C:9]1[CH:10]=[N:11][N:12]([CH3:28])[C:13]=1[N:14]1[CH2:20][CH2:19][CH2:18][C@@H:17]([NH2:21])[CH2:16][CH2:15]1)=[O:29], predict the reactants needed to synthesize it. The reactants are: Br[C:2]1[S:3][C:4]([NH:30]C(=O)OC(C)(C)C)=[C:5]([C:7](=[O:29])[NH:8][C:9]2[CH:10]=[N:11][N:12]([CH3:28])[C:13]=2[N:14]2[CH2:20][CH2:19][CH2:18][C@@H:17]([NH:21]C(=O)C(F)(F)F)[CH2:16][CH2:15]2)[N:6]=1.[C:38]1(B2OC(C)(C)C(C)(C)O2)[CH2:44][CH2:43][CH2:42][CH2:41][CH2:40][CH:39]=1. (5) The reactants are: [NH2:1][C:2]1[C:3]([C:27]([NH2:29])=[O:28])=[CH:4][C:5]2[C:13]3[C:8](=[CH:9][CH:10]=[CH:11][CH:12]=3)[N:7]([CH2:14][C:15]3([NH:18][C:19](=[O:25])[O:20][C:21]([CH3:24])([CH3:23])[CH3:22])[CH2:17]C3)[C:6]=2[N:26]=1.[CH2:30]([O:37]C[C@H](NC(=O)OC(C)(C)C)CI)[C:31]1[CH:36]=[CH:35][CH:34]=[CH:33][CH:32]=1.IC[C@@H](NC(=O)OC(C)(C)C)C.N(C(OC(C)(C)C)=O)[C@H](CO)COCC1C=CC=CC=1.ICC1(NC(=O)OC(C)(C)C)CC1. Given the product [NH2:1][C:2]1[C:3]([C:27](=[O:28])[NH2:29])=[CH:4][C:5]2[C:13]3[C:8](=[CH:9][CH:10]=[CH:11][CH:12]=3)[N:7]([CH2:14][C@@H:15]([NH:18][C:19](=[O:25])[O:20][C:21]([CH3:22])([CH3:23])[CH3:24])[CH2:17][O:37][CH2:30][C:31]3[CH:36]=[CH:35][CH:34]=[CH:33][CH:32]=3)[C:6]=2[N:26]=1, predict the reactants needed to synthesize it. (6) Given the product [CH:18]1([C:21]([NH:29][C:10]([C:7]2[CH:6]=[C:5]([O:13][CH2:14][CH:15]3[CH2:17][CH2:16]3)[C:4]([CH:1]3[CH2:2][CH2:3]3)=[CH:9][N:8]=2)=[O:12])([C:23]2[N:27]=[C:26]([CH3:28])[O:25][N:24]=2)[CH3:22])[CH2:20][CH2:19]1, predict the reactants needed to synthesize it. The reactants are: [CH:1]1([C:4]2[C:5]([O:13][CH2:14][CH:15]3[CH2:17][CH2:16]3)=[CH:6][C:7]([C:10]([OH:12])=O)=[N:8][CH:9]=2)[CH2:3][CH2:2]1.[CH:18]1([C:21]([NH2:29])([C:23]2[N:27]=[C:26]([CH3:28])[O:25][N:24]=2)[CH3:22])[CH2:20][CH2:19]1. (7) Given the product [F:26][C:2]([F:25])([F:1])[C@H:3]([N:12]1[CH2:16][CH2:15][C@H:14]([NH:17][C:18](=[O:24])[O:19][C:20]([CH3:22])([CH3:23])[CH3:21])[CH2:13]1)[C:4]1[CH:9]=[CH:8][C:7]2[N:6]([C:44]([C:33]3[CH:32]=[CH:31][C:30]4[C:35](=[C:36]([O:38][CH2:39][CH2:40][CH2:41][O:42][CH3:43])[CH:37]=[C:28]([F:27])[CH:29]=4)[N:34]=3)=[N:11][N:10]=2)[CH:5]=1, predict the reactants needed to synthesize it. The reactants are: [F:1][C:2]([F:26])([F:25])[C@H:3]([N:12]1[CH2:16][CH2:15][C@H:14]([NH:17][C:18](=[O:24])[O:19][C:20]([CH3:23])([CH3:22])[CH3:21])[CH2:13]1)[C:4]1[CH:5]=[N:6][C:7]([NH:10][NH2:11])=[CH:8][CH:9]=1.[F:27][C:28]1[CH:29]=[C:30]2[C:35](=[C:36]([O:38][CH2:39][CH2:40][CH2:41][O:42][CH3:43])[CH:37]=1)[N:34]=[C:33]([CH:44]=O)[CH:32]=[CH:31]2.C(O)C.C(O)(=O)C.C(O)(=O)C.I(C1C=CC=CC=1)=O.C(=O)(O)[O-].[Na+].